This data is from NCI-60 drug combinations with 297,098 pairs across 59 cell lines. The task is: Regression. Given two drug SMILES strings and cell line genomic features, predict the synergy score measuring deviation from expected non-interaction effect. Drug 1: CC(C1=C(C=CC(=C1Cl)F)Cl)OC2=C(N=CC(=C2)C3=CN(N=C3)C4CCNCC4)N. Drug 2: C(CCl)NC(=O)N(CCCl)N=O. Cell line: M14. Synergy scores: CSS=-2.90, Synergy_ZIP=2.01, Synergy_Bliss=1.74, Synergy_Loewe=-2.08, Synergy_HSA=-1.76.